Dataset: Forward reaction prediction with 1.9M reactions from USPTO patents (1976-2016). Task: Predict the product of the given reaction. (1) Given the reactants [CH3:1][C:2]1[S:3][CH:4]=[C:5]([C:7]([OH:9])=O)[N:6]=1.S(Cl)([Cl:12])=O, predict the reaction product. The product is: [CH3:1][C:2]1[S:3][CH:4]=[C:5]([C:7]([Cl:12])=[O:9])[N:6]=1. (2) Given the reactants N1C=CC=CC=1.[C:7]1([O:13][C:14](Cl)=[O:15])[CH:12]=[CH:11][CH:10]=[CH:9][CH:8]=1.[NH2:17][C:18]1[CH:19]=[N:20][CH:21]=[CH:22][CH:23]=1, predict the reaction product. The product is: [C:7]1([O:13][C:14](=[O:15])[NH:17][C:18]2[CH:19]=[N:20][CH:21]=[CH:22][CH:23]=2)[CH:12]=[CH:11][CH:10]=[CH:9][CH:8]=1.